This data is from NCI-60 drug combinations with 297,098 pairs across 59 cell lines. The task is: Regression. Given two drug SMILES strings and cell line genomic features, predict the synergy score measuring deviation from expected non-interaction effect. (1) Drug 1: CC12CCC(CC1=CCC3C2CCC4(C3CC=C4C5=CN=CC=C5)C)O. Drug 2: CC1=C(C(CCC1)(C)C)C=CC(=CC=CC(=CC(=O)O)C)C. Cell line: MOLT-4. Synergy scores: CSS=10.7, Synergy_ZIP=-2.63, Synergy_Bliss=2.74, Synergy_Loewe=-0.308, Synergy_HSA=2.13. (2) Drug 1: C1=NC2=C(N1)C(=S)N=C(N2)N. Drug 2: CCCS(=O)(=O)NC1=C(C(=C(C=C1)F)C(=O)C2=CNC3=C2C=C(C=N3)C4=CC=C(C=C4)Cl)F. Cell line: SR. Synergy scores: CSS=40.7, Synergy_ZIP=-7.15, Synergy_Bliss=-11.9, Synergy_Loewe=-24.3, Synergy_HSA=-10.3. (3) Drug 1: CC1=C(N=C(N=C1N)C(CC(=O)N)NCC(C(=O)N)N)C(=O)NC(C(C2=CN=CN2)OC3C(C(C(C(O3)CO)O)O)OC4C(C(C(C(O4)CO)O)OC(=O)N)O)C(=O)NC(C)C(C(C)C(=O)NC(C(C)O)C(=O)NCCC5=NC(=CS5)C6=NC(=CS6)C(=O)NCCC[S+](C)C)O. Drug 2: C1CCC(C(C1)N)N.C(=O)(C(=O)[O-])[O-].[Pt+4]. Cell line: OVCAR3. Synergy scores: CSS=45.4, Synergy_ZIP=11.0, Synergy_Bliss=11.8, Synergy_Loewe=12.2, Synergy_HSA=14.4.